From a dataset of Forward reaction prediction with 1.9M reactions from USPTO patents (1976-2016). Predict the product of the given reaction. The product is: [N+:19]([C:17]1[CH:16]=[N:15][N:14]([CH2:13][C:11]2[O:10][N:9]=[C:8]([CH2:6][OH:5])[CH:12]=2)[CH:18]=1)([O-:21])=[O:20]. Given the reactants N#N.C([O:5][C:6]([C:8]1[CH:12]=[C:11]([CH2:13][N:14]2[CH:18]=[C:17]([N+:19]([O-:21])=[O:20])[CH:16]=[N:15]2)[O:10][N:9]=1)=O)C.CC(C[AlH]CC(C)C)C.[C@H](O)(C([O-])=O)[C@@H](O)C([O-])=O.[Na+].[K+], predict the reaction product.